Dataset: Peptide-MHC class I binding affinity with 185,985 pairs from IEDB/IMGT. Task: Regression. Given a peptide amino acid sequence and an MHC pseudo amino acid sequence, predict their binding affinity value. This is MHC class I binding data. (1) The peptide sequence is ARYGIFLPF. The MHC is HLA-A01:01 with pseudo-sequence HLA-A01:01. The binding affinity (normalized) is 0.0847. (2) The peptide sequence is SIPLGVIHN. The MHC is HLA-A11:01 with pseudo-sequence HLA-A11:01. The binding affinity (normalized) is 0. (3) The peptide sequence is RVRAAMKPI. The MHC is HLA-B27:05 with pseudo-sequence HLA-B27:05. The binding affinity (normalized) is 0.0847. (4) The peptide sequence is TPGPGVRYPL. The MHC is HLA-A31:01 with pseudo-sequence HLA-A31:01. The binding affinity (normalized) is 0.0237. (5) The peptide sequence is TTRLENVMWK. The MHC is HLA-A11:01 with pseudo-sequence HLA-A11:01. The binding affinity (normalized) is 0.410. (6) The peptide sequence is ALIYFLQCI. The MHC is HLA-A68:02 with pseudo-sequence HLA-A68:02. The binding affinity (normalized) is 0.453. (7) The peptide sequence is YTPGPGIRY. The MHC is HLA-B57:03 with pseudo-sequence HLA-B57:03. The binding affinity (normalized) is 0.0847.